Dataset: Reaction yield outcomes from USPTO patents with 853,638 reactions. Task: Predict the reaction yield, written as a fraction of the theoretical maximum amount of product (1.0 means a 100% yield; for example, 0.34 means a 34% yield). (1) The reactants are [O:1]=[C:2]1[CH2:13][CH2:12][CH:11]=[CH:10][CH2:9][C@@H:8]([CH2:14][C:15]([O:17]C(C)(C)C)=O)[C:7](=[O:22])[O:6][CH2:5][C@@H:4]([C:23]2[CH:28]=[CH:27][CH:26]=[CH:25][CH:24]=2)[NH:3]1.F[C:30](F)(F)[C:31]([OH:33])=O.O=[C:37]1[CH2:48][CH2:47][CH:46]=CC[C@@H](CC(O)=O)C(=O)OC[C@@H](C2C=CC=CC=2)[NH:38]1.ClC1N=CC(CN)=CC=1. The catalyst is C(Cl)Cl. The product is [O:1]=[C:2]1[CH2:13][CH2:12][CH:11]=[CH:10][CH2:9][C@@H:8]([CH2:14][C:15]([NH:38][CH2:37][CH:48]2[CH2:30][CH2:31][O:33][CH2:46][CH2:47]2)=[O:17])[C:7](=[O:22])[O:6][CH2:5][C@@H:4]([C:23]2[CH:24]=[CH:25][CH:26]=[CH:27][CH:28]=2)[NH:3]1. The yield is 0.520. (2) The yield is 0.820. The catalyst is C1(C)C=CC=CC=1. The product is [CH3:25][O:27][C:28](=[O:37])[C:29]1[C:34]([OH:35])=[CH:33][CH:32]=[C:31]([N:36]2[C:11]([CH3:12])=[CH:10][CH:9]=[C:8]2[C:6]2[CH:7]=[C:2]([Br:1])[CH:3]=[CH:4][C:5]=2[O:15][CH2:16][C:17]2[CH:22]=[CH:21][C:20]([F:23])=[CH:19][C:18]=2[F:24])[CH:30]=1. The reactants are [Br:1][C:2]1[CH:3]=[CH:4][C:5]([O:15][CH2:16][C:17]2[CH:22]=[CH:21][C:20]([F:23])=[CH:19][C:18]=2[F:24])=[C:6]([C:8](=O)[CH2:9][CH2:10][C:11](=O)[CH3:12])[CH:7]=1.[CH2:25]([O:27][C:28](=[O:37])[C:29]1[C:34]([OH:35])=[CH:33][CH:32]=[C:31]([NH2:36])[CH:30]=1)C.CC1C=CC(S(O)(=O)=O)=CC=1. (3) The reactants are [CH2:1]([O:3][C:4](=[O:21])[CH2:5][N:6]([C:11]([O:13][CH2:14][C:15]1[CH:20]=[CH:19][CH:18]=[CH:17][CH:16]=1)=[O:12])[CH2:7][CH2:8][CH:9]=O)[CH3:2].[C:22]1([C@H:28]([NH2:30])[CH3:29])[CH:27]=[CH:26][CH:25]=[CH:24][CH:23]=1. The catalyst is ClCCl. The product is [CH2:1]([O:3][C:4](=[O:21])[CH2:5][N:6]([C:11]([O:13][CH2:14][C:15]1[CH:20]=[CH:19][CH:18]=[CH:17][CH:16]=1)=[O:12])[CH2:7][CH2:8][CH:9]=[N:30][C@@H:28]([C:22]1[CH:27]=[CH:26][CH:25]=[CH:24][CH:23]=1)[CH3:29])[CH3:2]. The yield is 0.930. (4) The reactants are [F:1][C:2]1[CH:3]=[C:4]([S:9](Cl)(=[O:11])=[O:10])[CH:5]=[CH:6][C:7]=1[F:8].Cl.[NH:14]1[CH2:17][CH2:16][CH2:15]1.C(N(CC)CC)C.O. The catalyst is ClCCl. The product is [F:1][C:2]1[CH:3]=[C:4]([S:9]([N:14]2[CH2:17][CH2:16][CH2:15]2)(=[O:11])=[O:10])[CH:5]=[CH:6][C:7]=1[F:8]. The yield is 0.780. (5) The reactants are [CH:1]1([CH2:6][N:7]2[CH2:11][CH2:10][C@@H:9]([N:12]([C:20]3[CH:25]=[CH:24][C:23](/[CH:26]=[CH:27]/[C:28](=[O:37])[NH:29][O:30]C4CCCCO4)=[CH:22][N:21]=3)C(=O)OC(C)(C)C)[CH2:8]2)[CH2:5][CH2:4][CH2:3][CH2:2]1.CO.[ClH:40]. The catalyst is CO. The product is [ClH:40].[ClH:40].[CH:1]1([CH2:6][N:7]2[CH2:11][CH2:10][C@@H:9]([NH:12][C:20]3[N:21]=[CH:22][C:23](/[CH:26]=[CH:27]/[C:28]([NH:29][OH:30])=[O:37])=[CH:24][CH:25]=3)[CH2:8]2)[CH2:2][CH2:3][CH2:4][CH2:5]1. The yield is 0.850.